Dataset: Reaction yield outcomes from USPTO patents with 853,638 reactions. Task: Predict the reaction yield, written as a fraction of the theoretical maximum amount of product (1.0 means a 100% yield; for example, 0.34 means a 34% yield). (1) The reactants are Cl[C:2]1[CH:3]=[CH:4][C:5]2[S:12](=[O:14])(=[O:13])[N:11]3[CH2:15][C@H:8]([CH2:9][CH2:10]3)[NH:7][C:6]=2[N:16]=1.[F:17][C:18]([F:29])([F:28])[C:19]1[CH:20]=[C:21](B(O)O)[CH:22]=[CH:23][CH:24]=1.C(=O)([O-])[O-].[Cs+].[Cs+].O1CCOCC1. The catalyst is C1C=CC(P(C2C=CC=CC=2)[C-]2C=CC=C2)=CC=1.C1C=CC(P(C2C=CC=CC=2)[C-]2C=CC=C2)=CC=1.Cl[Pd]Cl.[Fe+2].O. The product is [F:17][C:18]([F:29])([F:28])[C:19]1[CH:24]=[C:23]([C:2]2[CH:3]=[CH:4][C:5]3[S:12](=[O:14])(=[O:13])[N:11]4[CH2:15][C@H:8]([CH2:9][CH2:10]4)[NH:7][C:6]=3[N:16]=2)[CH:22]=[CH:21][CH:20]=1. The yield is 0.880. (2) The reactants are Br[C:2]1[CH:7]=[CH:6][C:5]([CH3:8])=[CH:4][C:3]=1[C:9]([OH:14])([CH2:12][CH3:13])[CH2:10][CH3:11].[Li]CCCC.[B:20](OC)(OC)[O:21]C.CC(=O)OCC. The product is [CH2:10]([C:9]1([CH2:12][CH3:13])[O:14][B:20]([OH:21])[C:2]2[CH:7]=[CH:6][C:5]([CH3:8])=[CH:4][C:3]1=2)[CH3:11]. The yield is 0.389. The catalyst is C1COCC1. (3) The yield is 0.910. The product is [CH3:1][CH:18]([C:10]1[CH:9]=[C:8]([C:7]([F:22])([F:23])[F:6])[CH:13]=[C:12]([C:14]([F:16])([F:17])[F:15])[CH:11]=1)[C:19]([O-:21])=[O:20].[CH:38]1([NH2+:37][CH:31]2[CH2:32][CH2:33][CH2:34][CH2:35][CH2:36]2)[CH2:39][CH2:40][CH2:41][CH2:42][CH2:43]1. The reactants are [CH2:1]([Li])CCC.[F:6][C:7]([F:23])([F:22])[C:8]1[CH:9]=[C:10]([CH2:18][C:19]([OH:21])=[O:20])[CH:11]=[C:12]([C:14]([F:17])([F:16])[F:15])[CH:13]=1.IC.S(=O)(O)[O-].[Na+].[CH:31]1([NH:37][CH:38]2[CH2:43][CH2:42][CH2:41][CH2:40][CH2:39]2)[CH2:36][CH2:35][CH2:34][CH2:33][CH2:32]1. The catalyst is O1CCCC1. (4) The reactants are Br[C:2]1[CH:3]=[C:4]([C:14]([NH:16][CH2:17][C:18]2[C:19](=[O:26])[NH:20][C:21]([CH3:25])=[CH:22][C:23]=2[CH3:24])=[O:15])[C:5]2[CH:6]=[N:7][N:8]([CH:11]([CH3:13])[CH3:12])[C:9]=2[CH:10]=1.[CH3:27][C:28]1[CH:33]=[CH:32][CH:31]=[CH:30][C:29]=1B(O)O.C(=O)(O)[O-].[Na+].C(Cl)Cl.CO. The catalyst is O1CCOCC1.O.C1C=CC(P(C2C=CC=CC=2)[C-]2C=CC=C2)=CC=1.C1C=CC(P(C2C=CC=CC=2)[C-]2C=CC=C2)=CC=1.Cl[Pd]Cl.[Fe+2].C(Cl)Cl. The product is [CH3:24][C:23]1[CH:22]=[C:21]([CH3:25])[NH:20][C:19](=[O:26])[C:18]=1[CH2:17][NH:16][C:14]([C:4]1[C:5]2[CH:6]=[N:7][N:8]([CH:11]([CH3:13])[CH3:12])[C:9]=2[CH:10]=[C:2]([C:29]2[CH:30]=[CH:31][CH:32]=[CH:33][C:28]=2[CH3:27])[CH:3]=1)=[O:15]. The yield is 0.660.